This data is from Retrosynthesis with 50K atom-mapped reactions and 10 reaction types from USPTO. The task is: Predict the reactants needed to synthesize the given product. (1) Given the product COc1nc2ccn([Si](C(C)C)(C(C)C)C(C)C)c2cc1C1=CCN(C(=O)OC(C)(C)C)CC1, predict the reactants needed to synthesize it. The reactants are: CC(C)(C)OC(=O)N1CC=C(OS(=O)(=O)C(F)(F)F)CC1.COc1nc2ccn([Si](C(C)C)(C(C)C)C(C)C)c2cc1B(O)O. (2) Given the product CC1(C)CC(OC(=O)C2CC2)CC(C)(C)N1O, predict the reactants needed to synthesize it. The reactants are: CC1(C)CC(O)CC(C)(C)N1O.O=C(O)C1CC1. (3) Given the product N#Cc1ccc(N2CCNC(=O)C2)cc1Cl, predict the reactants needed to synthesize it. The reactants are: N#Cc1ccc(F)cc1Cl.O=C1CNCCN1. (4) Given the product COc1cc2c(CC(=O)N(C)CCc3ccccn3)cnc(CN)c2cc1OC, predict the reactants needed to synthesize it. The reactants are: COc1cc2c(CC(=O)N(C)CCc3ccccn3)cnc(CNC(=O)OC(C)(C)C)c2cc1OC. (5) The reactants are: BrCc1cccnc1.Cc1cccc(-n2c(-c3ccc4ncnn4c3)c(C)[nH]c2=O)c1. Given the product Cc1cccc(-n2c(-c3ccc4ncnn4c3)c(C)n(Cc3cccnc3)c2=O)c1, predict the reactants needed to synthesize it. (6) Given the product CCc1nccc(-c2ccc(C(=O)N3CCC(N4CCOCC4)CC3)c(Cl)c2)c1C#Cc1ccc(N)nc1, predict the reactants needed to synthesize it. The reactants are: C1CC(N2CCOCC2)CCN1.CCc1nccc(-c2ccc(C(=O)O)c(Cl)c2)c1C#Cc1ccc(N)nc1. (7) Given the product C[C@@H](NC(=O)OC(C)(C)C)C1(O)CN(C(=O)c2ccc(F)c(F)c2Nc2ccc(I)cc2F)C1, predict the reactants needed to synthesize it. The reactants are: C[C@@H](NC(=O)OC(C)(C)C)C1(O)CNC1.O=C(F)c1ccc(F)c(F)c1Nc1ccc(I)cc1F. (8) The reactants are: COc1ccc([N+](=O)[O-])c(N)n1. Given the product COc1ccc(N)c(N)n1, predict the reactants needed to synthesize it. (9) Given the product CCOC(=O)CC1(c2ccc(-c3ccc(-c4onc(C)c4C(O)C/C=C/c4ccc(Cc5ccccc5)cc4)cc3)cc2)CC1, predict the reactants needed to synthesize it. The reactants are: CCOC(=O)CC1(c2ccc(B3OC(C)(C)C(C)(C)O3)cc2)CC1.Cc1noc(-c2ccc(Br)cc2)c1C(O)C/C=C/c1ccc(Cc2ccccc2)cc1. (10) The reactants are: CC(C)[C@@H](C(=O)N[C@H]1CCc2ccn3c2C1C(=O)C[C@H](C(=O)O)C3)c1ccccn1.NCc1c[nH]nn1. Given the product CC(C)[C@@H](C(=O)N[C@H]1CCc2ccn3c2C1C(=O)C[C@H](C(=O)NCc1c[nH]nn1)C3)c1ccccn1, predict the reactants needed to synthesize it.